This data is from Forward reaction prediction with 1.9M reactions from USPTO patents (1976-2016). The task is: Predict the product of the given reaction. (1) Given the reactants [N+:1]([C:4]1[CH:9]=[CH:8][C:7]([CH:10]([CH3:18])[C:11]([O:13][C:14]([CH3:17])([CH3:16])[CH3:15])=[O:12])=[CH:6][CH:5]=1)([O-])=O, predict the reaction product. The product is: [NH2:1][C:4]1[CH:5]=[CH:6][C:7]([CH:10]([CH3:18])[C:11]([O:13][C:14]([CH3:17])([CH3:16])[CH3:15])=[O:12])=[CH:8][CH:9]=1. (2) Given the reactants [CH3:1][NH:2][C:3]1[C:8]([CH:9]=O)=[CH:7][N:6]=[C:5]([S:11][CH3:12])[N:4]=1.[CH3:13][O:14][C:15]1[CH:16]=[C:17]([CH:19]=[C:20]([O:22][CH3:23])[CH:21]=1)[NH2:18].C([BH3-])#N.[Na+].C(O)(=O)C, predict the reaction product. The product is: [CH3:23][O:22][C:20]1[CH:19]=[C:17]([NH:18][CH2:9][C:8]2[C:3]([NH:2][CH3:1])=[N:4][C:5]([S:11][CH3:12])=[N:6][CH:7]=2)[CH:16]=[C:15]([O:14][CH3:13])[CH:21]=1. (3) Given the reactants [CH2:1]([NH:8][C:9](=[O:50])[C:10]1[C:15]([O:16]CC2C=CC=CC=2)=[CH:14][CH:13]=[C:12]([C:24]2[C:25]([N:44]([CH3:49])[S:45]([CH3:48])(=[O:47])=[O:46])=[CH:26][C:27]3[O:31][C:30]([C:32]4[CH:37]=[CH:36][C:35]([F:38])=[CH:34][CH:33]=4)=[C:29]([C:39](=[O:42])[NH:40][CH3:41])[C:28]=3[CH:43]=2)[N:11]=1)[C:2]1[CH:7]=[CH:6][CH:5]=[CH:4][CH:3]=1, predict the reaction product. The product is: [CH2:1]([NH:8][C:9](=[O:50])[C:10]1[C:15]([OH:16])=[CH:14][CH:13]=[C:12]([C:24]2[C:25]([N:44]([CH3:49])[S:45]([CH3:48])(=[O:47])=[O:46])=[CH:26][C:27]3[O:31][C:30]([C:32]4[CH:37]=[CH:36][C:35]([F:38])=[CH:34][CH:33]=4)=[C:29]([C:39](=[O:42])[NH:40][CH3:41])[C:28]=3[CH:43]=2)[N:11]=1)[C:2]1[CH:7]=[CH:6][CH:5]=[CH:4][CH:3]=1. (4) Given the reactants C[O:2][C:3](=O)[CH:4]([NH:11][C:12]1[CH:21]=[CH:20][C:15]([C:16]([O:18][CH3:19])=[O:17])=[CH:14][C:13]=1[N+:22]([O-])=O)[C:5]1[CH:10]=[CH:9][CH:8]=[CH:7][CH:6]=1.[NH4+].[Cl-], predict the reaction product. The product is: [O:2]=[C:3]1[NH:22][C:13]2[C:12](=[CH:21][CH:20]=[C:15]([C:16]([O:18][CH3:19])=[O:17])[CH:14]=2)[NH:11][CH:4]1[C:5]1[CH:10]=[CH:9][CH:8]=[CH:7][CH:6]=1. (5) Given the reactants C(N(C1C=C(OC)C=CC=1C1CCC2C(=CC=C(OC)C=2)C1)C(=O)C1C=CC=CC=1)C.[CH2:32]([CH2:39][CH2:40][NH:41][C:42]1[CH:47]=[C:46]([O:48]C)[CH:45]=[CH:44][C:43]=1[CH:50]1[CH2:59][CH2:58][C:57]2[C:52](=[CH:53][CH:54]=[C:55]([O:60]C)[CH:56]=2)[CH2:51]1)[C:33]1[CH:38]=[CH:37][CH:36]=[CH:35][CH:34]=1, predict the reaction product. The product is: [CH2:32]([CH2:39][CH2:40][NH:41][C:42]1[CH:47]=[C:46]([OH:48])[CH:45]=[CH:44][C:43]=1[CH:50]1[CH2:59][CH2:58][C:57]2[CH:56]=[C:55]([OH:60])[CH:54]=[CH:53][C:52]=2[CH2:51]1)[C:33]1[CH:38]=[CH:37][CH:36]=[CH:35][CH:34]=1. (6) Given the reactants [CH2:1]([O:5][CH2:6][CH2:7][CH2:8][CH2:9][CH2:10][CH2:11][N:12]1[CH2:16][C@@H:15]([C:17]2[CH:28]=[CH:27][C:20]3[O:21][C:22]([CH3:26])([CH3:25])[O:23][CH2:24][C:19]=3[CH:18]=2)[O:14][C:13]1=[O:29])[CH2:2][C:3]#[CH:4].I[C:31]1[CH:32]=[C:33]([CH:35]=[CH:36][CH:37]=1)[NH2:34].C(#N)C, predict the reaction product. The product is: [NH2:34][C:33]1[CH:32]=[C:31]([C:4]#[C:3][CH2:2][CH2:1][O:5][CH2:6][CH2:7][CH2:8][CH2:9][CH2:10][CH2:11][N:12]2[CH2:16][C@@H:15]([C:17]3[CH:28]=[CH:27][C:20]4[O:21][C:22]([CH3:25])([CH3:26])[O:23][CH2:24][C:19]=4[CH:18]=3)[O:14][C:13]2=[O:29])[CH:37]=[CH:36][CH:35]=1. (7) The product is: [C:20]1([CH2:19][CH2:18][CH:17]=[N:10][NH:9][C:7](=[O:8])[C:6]2[CH:11]=[CH:12][C:3]([CH2:1][CH3:2])=[CH:4][CH:5]=2)[CH:25]=[CH:24][CH:23]=[CH:22][CH:21]=1. Given the reactants [CH2:1]([C:3]1[CH:12]=[CH:11][C:6]([C:7]([NH:9][NH2:10])=[O:8])=[CH:5][CH:4]=1)[CH3:2].C(O)(=O)C.[CH:17](=O)[CH2:18][CH2:19][C:20]1[CH:25]=[CH:24][CH:23]=[CH:22][CH:21]=1, predict the reaction product.